From a dataset of Retrosynthesis with 50K atom-mapped reactions and 10 reaction types from USPTO. Predict the reactants needed to synthesize the given product. (1) Given the product COC(=O)c1cc2c(c(OC)c1)CCN2, predict the reactants needed to synthesize it. The reactants are: COC(=O)c1cc(OC)c2cc[nH]c2c1. (2) Given the product C[C@H](NC(=O)CN(C)C)c1cccc(-c2cccnc2)c1, predict the reactants needed to synthesize it. The reactants are: CN(C)CC(=O)O.C[C@H](N)c1cccc(-c2cccnc2)c1. (3) Given the product COc1ccc(C[N+](C)(C)C)cc1[N+](=O)[O-], predict the reactants needed to synthesize it. The reactants are: CN(C)C.COc1ccc(CCl)cc1[N+](=O)[O-]. (4) Given the product C=CCNCC(O)CC=C, predict the reactants needed to synthesize it. The reactants are: C=CCC(O)CCl.C=CCN. (5) The reactants are: CC(=O)Cl.COc1cccc([C@H]2O[C@H](CC(=O)Nc3ccc(C(=O)O)o3)C(=O)N(CC(C)(C)CO)c3ccc(Cl)cc32)c1OC. Given the product COc1cccc([C@H]2O[C@H](CC(=O)Nc3ccc(C(=O)O)o3)C(=O)N(CC(C)(C)COC(C)=O)c3ccc(Cl)cc32)c1OC, predict the reactants needed to synthesize it.